Dataset: Reaction yield outcomes from USPTO patents with 853,638 reactions. Task: Predict the reaction yield, written as a fraction of the theoretical maximum amount of product (1.0 means a 100% yield; for example, 0.34 means a 34% yield). (1) The reactants are [O:1]1[CH2:6][CH2:5][CH2:4][CH:3]([C:7]([OH:9])=[O:8])[CH2:2]1.C(Cl)(=O)C(Cl)=O.[CH2:16](O)[C:17]1[CH:22]=[CH:21][CH:20]=[CH:19][CH:18]=1. The catalyst is ClCCl.CN(C)C=O. The product is [CH2:16]([O:8][C:7]([CH:3]1[CH2:4][CH2:5][CH2:6][O:1][CH2:2]1)=[O:9])[C:17]1[CH:22]=[CH:21][CH:20]=[CH:19][CH:18]=1. The yield is 0.960. (2) The reactants are [Br:1][C:2]1[CH:14]=[CH:13][C:12]2[C:11]3[C:6](=[CH:7][C:8]([Br:15])=[CH:9][CH:10]=3)[CH2:5][C:4]=2[CH:3]=1.[H-].[Na+].Br[CH2:19][CH2:20][CH2:21][CH2:22][CH2:23][CH2:24][CH2:25][CH3:26]. The catalyst is C1COCC1. The product is [CH2:19]([C:5]1([CH2:13][CH2:14][CH2:2][CH2:3][CH2:4][CH2:12][CH2:11][CH3:10])[C:4]2[CH:3]=[C:2]([Br:1])[CH:14]=[CH:13][C:12]=2[C:11]2[C:6]1=[CH:7][C:8]([Br:15])=[CH:9][CH:10]=2)[CH2:20][CH2:21][CH2:22][CH2:23][CH2:24][CH2:25][CH3:26]. The yield is 0.753. (3) The reactants are [CH2:1]([N:8]1[CH2:17][C:16]([CH3:19])([CH3:18])[NH:15][C:14](=O)[C:9]21[CH2:13][CH2:12][CH2:11][CH2:10]2)[C:2]1[CH:7]=[CH:6][CH:5]=[CH:4][CH:3]=1.[H-].[Al+3].[Li+].[H-].[H-].[H-].Cl[Si](C)(C)C.O. The catalyst is C1COCC1. The product is [CH2:1]([N:8]1[CH2:17][C:16]([CH3:19])([CH3:18])[NH:15][CH2:14][C:9]21[CH2:10][CH2:11][CH2:12][CH2:13]2)[C:2]1[CH:3]=[CH:4][CH:5]=[CH:6][CH:7]=1. The yield is 0.930. (4) The reactants are [F:1][C:2]([F:29])([F:28])[C:3]1[CH:4]=[C:5]([CH:25]=[CH:26][CH:27]=1)[CH2:6][O:7][N:8]=[C:9]1[CH2:14][CH2:13][N:12]([S:15]([C:18]2[CH:19]=[N:20][C:21](Cl)=[CH:22][CH:23]=2)(=[O:17])=[O:16])[CH2:11][CH2:10]1.[C:30]1(B(O)O)[CH:35]=[CH:34][CH:33]=[CH:32][CH:31]=1.C(=O)([O-])[O-].[Na+].[Na+].O. The catalyst is COCCOC.C(O)C.C1C=CC([P]([Pd]([P](C2C=CC=CC=2)(C2C=CC=CC=2)C2C=CC=CC=2)([P](C2C=CC=CC=2)(C2C=CC=CC=2)C2C=CC=CC=2)[P](C2C=CC=CC=2)(C2C=CC=CC=2)C2C=CC=CC=2)(C2C=CC=CC=2)C2C=CC=CC=2)=CC=1. The product is [F:1][C:2]([F:29])([F:28])[C:3]1[CH:4]=[C:5]([CH:25]=[CH:26][CH:27]=1)[CH2:6][O:7][N:8]=[C:9]1[CH2:14][CH2:13][N:12]([S:15]([C:18]2[CH:19]=[N:20][C:21]([C:30]3[CH:35]=[CH:34][CH:33]=[CH:32][CH:31]=3)=[CH:22][CH:23]=2)(=[O:17])=[O:16])[CH2:11][CH2:10]1. The yield is 0.770.